This data is from Peptide-MHC class I binding affinity with 185,985 pairs from IEDB/IMGT. The task is: Regression. Given a peptide amino acid sequence and an MHC pseudo amino acid sequence, predict their binding affinity value. This is MHC class I binding data. The peptide sequence is STALAELATK. The MHC is HLA-A03:01 with pseudo-sequence HLA-A03:01. The binding affinity (normalized) is 0.449.